From a dataset of Reaction yield outcomes from USPTO patents with 853,638 reactions. Predict the reaction yield, written as a fraction of the theoretical maximum amount of product (1.0 means a 100% yield; for example, 0.34 means a 34% yield). (1) The reactants are [CH2:1]([N:3]1[C:7]2[N:8]=[C:9]([C:18]3[CH:24]=[CH:23][C:21]([NH2:22])=[C:20]([O:25][CH3:26])[CH:19]=3)[N:10]=[C:11]([N:12]3[CH2:17][CH2:16][O:15][CH2:14][CH2:13]3)[C:6]=2[N:5]=[N:4]1)[CH3:2].ClC1N=C(N2CC[O:42][CH2:41]C2)C2N=NN(CC)C=2N=1.COC1C=C(B2[O:57][C:56]([CH3:59])([CH3:58])[C:55](C)(C)O2)C=CC=1N. No catalyst specified. The product is [C:56]([O:57][C:41](=[O:42])[NH:22][C:21]1[CH:23]=[CH:24][C:18]([C:9]2[N:10]=[C:11]([N:12]3[CH2:17][CH2:16][O:15][CH2:14][CH2:13]3)[C:6]3[N:5]=[N:4][N:3]([CH2:1][CH3:2])[C:7]=3[N:8]=2)=[CH:19][C:20]=1[O:25][CH3:26])([CH3:55])([CH3:58])[CH3:59]. The yield is 0.790. (2) The reactants are [O:1]1[CH2:6][CH2:5][CH:4]([OH:7])[CH2:3][CH2:2]1.C1(P(C2C=CC=CC=2)C2C=CC=CC=2)C=CC=CC=1.[CH2:27]([C:29]1[N:30]=[C:31]([CH2:58][CH2:59][CH3:60])[N:32]([CH2:43][C:44]2[CH:49]=[CH:48][C:47]([C:50]3[C:51]([C:56]#[N:57])=[CH:52][CH:53]=[CH:54][CH:55]=3)=[CH:46][CH:45]=2)[C:33](=[O:42])[C:34]=1[C:35]1[CH:40]=[CH:39][C:38](O)=[CH:37][CH:36]=1)[CH3:28].[N:61]([C:69]([O:71]C(C)C)=[O:70])=[N:61][C:69]([O:71]C(C)C)=[O:70]. The catalyst is O1CCCC1.C(OCC)(=O)C. The product is [CH2:27]([C:29]1[N:30]=[C:31]([CH2:58][CH2:59][CH3:60])[N:32]([CH2:43][C:44]2[CH:49]=[CH:48][C:47]([C:50]3[CH:55]=[CH:54][CH:53]=[CH:52][C:51]=3[C:56]3[NH:61][C:69](=[O:70])[O:71][N:57]=3)=[CH:46][CH:45]=2)[C:33](=[O:42])[C:34]=1[C:35]1[CH:40]=[CH:39][C:38]([O:7][CH:4]2[CH2:5][CH2:6][O:1][CH2:2][CH2:3]2)=[CH:37][CH:36]=1)[CH3:28]. The yield is 0.360. (3) The reactants are Br[C:2]1[C:10]([Br:11])=[CH:9][C:5]2[O:6][CH2:7][O:8][C:4]=2[CH:3]=1.[F:12][C:13]1[CH:18]=[CH:17][C:16](B(O)O)=[CH:15][CH:14]=1.C([O-])([O-])=O.[Na+].[Na+]. The catalyst is C1(C)C=CC=CC=1.C(O)C.C1C=CC([P]([Pd]([P](C2C=CC=CC=2)(C2C=CC=CC=2)C2C=CC=CC=2)([P](C2C=CC=CC=2)(C2C=CC=CC=2)C2C=CC=CC=2)[P](C2C=CC=CC=2)(C2C=CC=CC=2)C2C=CC=CC=2)(C2C=CC=CC=2)C2C=CC=CC=2)=CC=1. The product is [Br:11][C:10]1[C:2]([C:16]2[CH:17]=[CH:18][C:13]([F:12])=[CH:14][CH:15]=2)=[CH:3][C:4]2[O:8][CH2:7][O:6][C:5]=2[CH:9]=1. The yield is 0.710. (4) The reactants are Cl.[CH2:2]([NH:4][CH2:5][CH3:6])[CH3:3].[C:7]1(=O)[CH2:11][CH2:10][CH2:9][CH2:8]1.[C-]#N.[K+].[CH3:16][N:17](C)C1(C#N)CCCC1. The catalyst is O. The product is [CH2:2]([N:4]([CH2:5][CH3:6])[C:7]1([C:16]#[N:17])[CH2:11][CH2:10][CH2:9][CH2:8]1)[CH3:3]. The yield is 0.620. (5) The reactants are [Br:1][C:2]1[N:7]=[CH:6][C:5]([NH2:8])=[CH:4][CH:3]=1.C(N(CC)CC)C.[Cl:16][C:17]1[C:22]([C:23](Cl)=[O:24])=[C:21]([F:26])[C:20]([NH:27][S:28]([CH2:31][CH2:32][CH3:33])(=[O:30])=[O:29])=[CH:19][CH:18]=1. The catalyst is O1CCCC1.C(OCC)(=O)C. The product is [Br:1][C:2]1[N:7]=[CH:6][C:5]([NH:8][C:23](=[O:24])[C:22]2[C:17]([Cl:16])=[CH:18][CH:19]=[C:20]([NH:27][S:28]([CH2:31][CH2:32][CH3:33])(=[O:30])=[O:29])[C:21]=2[F:26])=[CH:4][CH:3]=1. The yield is 0.660. (6) The reactants are C(O)(=O)C.C(O)(=O)C.IC1C=CC=CC=1.[Cl:16][C:17]1[N:22]=[C:21]([N:23]2[CH2:28][CH2:27][O:26][CH2:25][C@H:24]2[CH3:29])[CH:20]=[C:19]([C:30]2([S:36]([CH3:38])=[O:37])[CH2:35][CH2:34][O:33][CH2:32][CH2:31]2)[N:18]=1.[O-2].[Mg+2].[F:41][C:42]([F:47])([F:46])[C:43]([NH2:45])=[O:44]. The catalyst is C(Cl)Cl.CC([O-])=O.CC([O-])=O.CC([O-])=O.CC([O-])=O.[Rh+2].[Rh+2]. The product is [Cl:16][C:17]1[N:18]=[C:19]([C:30]2([S:36]([CH3:38])(=[O:37])=[N:45][C:43](=[O:44])[C:42]([F:47])([F:46])[F:41])[CH2:31][CH2:32][O:33][CH2:34][CH2:35]2)[CH:20]=[C:21]([N:23]2[CH2:28][CH2:27][O:26][CH2:25][C@H:24]2[CH3:29])[N:22]=1. The yield is 0.880.